From a dataset of Experimentally validated miRNA-target interactions with 360,000+ pairs, plus equal number of negative samples. Binary Classification. Given a miRNA mature sequence and a target amino acid sequence, predict their likelihood of interaction. (1) The miRNA is hsa-miR-4509 with sequence ACUAAAGGAUAUAGAAGGUUUU. The protein sequence of the target gene is MSYMLPHLHNGWQVDQAILSEEDRVVVIRFGHDWDPTCMKMDEVLYSIAEKVKNFAVIYLVDITEVPDFNKMYELYDPCTVMFFFRNKHIMIDLGTGNNNKINWAMEDKQEMVDIIETVYRGARKGRGLVVSPKDYSTKYRY. Result: 0 (no interaction). (2) Result: 0 (no interaction). The miRNA is hsa-miR-4778-3p with sequence UCUUCUUCCUUUGCAGAGUUGA. The protein sequence of the target gene is MEEREWGARSARAGSPASPPSPRLDVSSYSFDPLLALYAPRLPPIPYPNAPCFNNVAEYESFLKGGRTGRGRARGTGEPASAGTSTGTSTGAGSSSRARRRAAPTPDPERIQRLRRLMVVKEDTDGTAGARRQGPGRSKKAPRNVLTRMPLHEGSPLGELHRCIREGVKVNVHIRTFKGLRGVCTGFLVAFDKFWNMALTDVDETYRKPVLGKAYERDSSLTLTRLFDRLKLQDSSKKEADSKSAVEDSTLSRYSQTSTWKVASVWGRGDTDRSSHRRSRSVPSSLQASAREESRSELSG.... (3) The miRNA is hsa-miR-30c-1-3p with sequence CUGGGAGAGGGUUGUUUACUCC. The protein sequence of the target gene is MGAHHPALGLLLLLLCPAQVFSQSCVWYGECGIATGDKRYNCKYSGPPKPLPKDGYDLVQELCPGLFFDNVSLCCDIQQLQTLKSNLQLPLQFLSRCPSCFYNLMTLFCELTCSPHQSQFLNVTATEDYFDPKTQENKTNVKELEYFVGQSFANAMYNACRDVEAPSSNEKALGLLCGRDARACNATNWIEYMFNKDNGQAPFTIIPVFSDLSILGMEPMRNATKGCNESVDEVTGPCSCQDCSIVCGPKPQPPPPPMPWRIWGLDAMYVIMWVTYVAFLFVFFGALLAVWCHRRRYFVS.... Result: 0 (no interaction). (4) The miRNA is hsa-miR-6849-3p with sequence ACCAGCCUGUGUCCACCUCCAG. The protein sequence of the target gene is MVPGQAQPQSPEMLLLPLLLPVLGAGSLNKDPSYSLQVQRQVPVPEGLCVIVSCNLSYPRDGWDESTAAYGYWFKGRTSPKTGAPVATNNQSREVEMSTRDRFQLTGDPGKGSCSLVIRDAQREDEAWYFFRVERGSRVRHSFLSNAFFLKVTALTKKPDVYIPETLEPGQPVTVICVFNWAFKKCPAPSFSWTGAALSPRRTRPSTSHFSVLSFTPSPQDHDTDLTCHVDFSRKGVSAQRTVRLRVAYAPKDLIISISHDNTSALELQGNVIYLEVQKGQFLRLLCAADSQPPATLSWV.... Result: 1 (interaction). (5) The miRNA is hsa-miR-4494 with sequence CCAGACUGUGGCUGACCAGAGG. The protein sequence of the target gene is MADRDATLWASHEKMLSQPLKDSDAEVYSIIKKESNRQRVGLELIASENFASRAVLEALGSCLNNKYSEGYPGQRYYGGTEFIDELEMLCQKRALQAYHLDPQCWGVNVQPYSGSPANFAVYTALVEPHGRIMGLDLPDGGHLTHGFMTDKKKISATSIFFESMPYKVYPETGYINYDQLEENASLFHPKLIIAGTSCYSRNLDYARLRKIADDNGAYLMADMAHISGLVAAGVVPSPFEHCHVVTTTTHKTLRGCRAGMIFYRKGVRSVDPKTGKETYYELESLINSAVFPGLQGGPHN.... Result: 0 (no interaction). (6) The miRNA is cel-miR-271 with sequence UCGCCGGGUGGAAAGCAUUC. The protein sequence of the target gene is MHDSNNVEKDITPSELPANPGCLHSKEHSIKATLIWRLFFLIMFLTIIVCGMVAALSAIRANCHQEPSVCLQAACPESWIGFQRKCFYFSDDTKNWTSSQRFCDSQDADLAQVESFQELNFLLRYKGPSDHWIGLSREQGQPWKWINGTEWTRQFPILGAGECAYLNDKGASSARHYTERKWICSKSDIHV. Result: 0 (no interaction). (7) The protein sequence of the target gene is MESSPFNRRQWTSLSLRVTAKELSLVNKNKSSAIVEIFSKYQKAAEETNMEKKRSNTENLSQHFRKGTLTVLKKKWENPGLGAESHTDSLRNSSTEIRHRADHPPAEVTSHAASGAKADQEEQIHPRSRLRSPPEALVQGRYPHIKDGEDLKDHSTESKKMENCLGESRHEVEKSEISENTDASGKIEKYNVPLNRLKMMFEKGEPTQTKILRAQSRSASGRKISENSYSLDDLEIGPGQLSSSTFDSEKNESRRNLELPRLSETSIKDRMAKYQAAVSKQSSSTNYTNELKASGGEIKI.... The miRNA is hsa-miR-451b with sequence UAGCAAGAGAACCAUUACCAUU. Result: 1 (interaction). (8) The miRNA is cel-miR-239a-5p with sequence UUUGUACUACACAUAGGUACUGG. The protein sequence of the target gene is MASPLRSLLFLLAVLAVAWAATPKQGPRMLGAPEEADANEEGVRRALDFAVSEYNKGSNDAYHSRAIQVVRARKQLVAGVNYFLDVEMGRTTCTKSQTNLTDCPFHDQPHLMRKALCSFQIYSVPWKGTHSLTKFSCKNA. Result: 0 (no interaction).